Dataset: Reaction yield outcomes from USPTO patents with 853,638 reactions. Task: Predict the reaction yield, written as a fraction of the theoretical maximum amount of product (1.0 means a 100% yield; for example, 0.34 means a 34% yield). (1) The reactants are [OH-].[K+].C([O:5][C:6](=[O:28])[C:7]([CH3:27])([CH3:26])[CH2:8][CH2:9][CH2:10][CH2:11][CH:12]([OH:25])[CH2:13][CH2:14][CH2:15][CH2:16][C:17]([CH3:24])([CH3:23])[C:18]([O:20]CC)=[O:19])C. The catalyst is O.C(O)C. The product is [OH:25][CH:12]([CH2:13][CH2:14][CH2:15][CH2:16][C:17]([CH3:24])([CH3:23])[C:18]([OH:20])=[O:19])[CH2:11][CH2:10][CH2:9][CH2:8][C:7]([CH3:27])([CH3:26])[C:6]([OH:28])=[O:5]. The yield is 0.950. (2) The reactants are [NH2:1][C:2]1[CH:10]=[C:9]([F:11])[CH:8]=[CH:7][C:3]=1[C:4]([OH:6])=O.[N:12]1C=C[CH:15]=[CH:14][CH:13]=1.C(Cl)(=O)CC.O.[NH2:24]N. The catalyst is C1COCC1. The product is [NH2:24][N:12]1[C:4](=[O:6])[C:3]2[C:2](=[CH:10][C:9]([F:11])=[CH:8][CH:7]=2)[N:1]=[C:13]1[CH2:14][CH3:15]. The yield is 0.520. (3) The reactants are Cl.[NH2:2][C@@H:3]1[C:11]2[C:6](=[C:7]([C:12]3[N:16]=[C:15]([C:17]4[CH:18]=[CH:19][C:20]([O:25][CH:26]([CH3:28])[CH3:27])=[C:21]([CH:24]=4)[C:22]#[N:23])[O:14][N:13]=3)[CH:8]=[CH:9][CH:10]=2)[CH2:5][CH2:4]1.[CH3:29][O:30][C:31](=[O:37])[CH2:32][S:33](Cl)(=[O:35])=[O:34]. The catalyst is C(Cl)Cl. The product is [C:22]([C:21]1[CH:24]=[C:17]([C:15]2[O:14][N:13]=[C:12]([C:7]3[CH:8]=[CH:9][CH:10]=[C:11]4[C:6]=3[CH2:5][CH2:4][C@@H:3]4[NH:2][S:33]([CH2:32][C:31]([O:30][CH3:29])=[O:37])(=[O:35])=[O:34])[N:16]=2)[CH:18]=[CH:19][C:20]=1[O:25][CH:26]([CH3:28])[CH3:27])#[N:23]. The yield is 0.420. (4) The reactants are [Br:1][C:2]1[CH:7]=[CH:6][C:5]([C:8]2[CH:13]=[CH:12][CH:11]=[CH:10][N:9]=2)=[CH:4][CH:3]=1.[CH2:14](I)[CH3:15].[BH4-].[Na+]. The catalyst is CN(C=O)C.CO. The product is [Br:1][C:2]1[CH:3]=[CH:4][C:5]([CH:8]2[CH2:13][CH:12]=[CH:11][CH2:10][N:9]2[CH2:14][CH3:15])=[CH:6][CH:7]=1. The yield is 0.290. (5) The reactants are Cl[C:2]1[N:3]=[CH:4][N:5]=[C:6]2[C:13]=1[C:12]1[C@@H:11]([CH2:14][OH:15])[CH2:10][CH2:9][C:8]=1[S:7]2.C(N(CC)CC)C.Cl.[N:24]1([CH:30]2[CH2:35][CH2:34][CH:33]([NH2:36])[CH2:32][CH2:31]2)[CH2:29][CH2:28][O:27][CH2:26][CH2:25]1. The catalyst is CN(C=O)C.C(Cl)Cl. The product is [N:24]1([CH:30]2[CH2:31][CH2:32][CH:33]([NH:36][C:2]3[N:3]=[CH:4][N:5]=[C:6]4[C:13]=3[C:12]3[C@@H:11]([CH2:14][OH:15])[CH2:10][CH2:9][C:8]=3[S:7]4)[CH2:34][CH2:35]2)[CH2:25][CH2:26][O:27][CH2:28][CH2:29]1. The yield is 0.810. (6) The reactants are [N:1]1([C:6]2[CH:12]=[CH:11][C:9]([NH2:10])=[CH:8][CH:7]=2)[CH:5]=[CH:4][CH:3]=[N:2]1.C([O-])([O-])=O.[Cs+].[Cs+].Cl[C:20]1[C:25]([CH3:26])=[C:24]([N:27]([CH:35]2[CH2:37][CH2:36]2)C(=O)OC(C)(C)C)[N:23]2[N:38]=[CH:39][C:40]([CH:41]=[O:42])=[C:22]2[N:21]=1.CCOCC. The catalyst is O1CCOCC1.C([O-])(=O)C.[Pd+2].C([O-])(=O)C.C1C=CC(P(C2C(C3C(P(C4C=CC=CC=4)C4C=CC=CC=4)=CC=C4C=3C=CC=C4)=C3C(C=CC=C3)=CC=2)C2C=CC=CC=2)=CC=1. The product is [N:1]1([C:6]2[CH:7]=[CH:8][C:9]([NH:10][C:20]3[C:25]([CH3:26])=[C:24]([NH:27][CH:35]4[CH2:36][CH2:37]4)[N:23]4[N:38]=[CH:39][C:40]([CH:41]=[O:42])=[C:22]4[N:21]=3)=[CH:11][CH:12]=2)[CH:5]=[CH:4][CH:3]=[N:2]1. The yield is 0.660. (7) The reactants are [Cl:1][CH2:2][C:3]([NH:5][C:6]1[C:10]2[CH:11]=[C:12]([CH:15]3[CH2:17][CH2:16]3)[CH:13]=[CH:14][C:9]=2[O:8][C:7]=1[C:18]([NH2:20])=[O:19])=O.OS([O-])(=O)=O.[Na+]. The catalyst is [OH-].[Na+]. The product is [Cl:1][CH2:2][C:3]1[NH:20][C:18](=[O:19])[C:7]2[O:8][C:9]3[CH:14]=[CH:13][C:12]([CH:15]4[CH2:17][CH2:16]4)=[CH:11][C:10]=3[C:6]=2[N:5]=1. The yield is 0.580. (8) The reactants are [C:1]([C:4]1[C:9]2[NH:10][C:11]3[C:16]([C:8]=2[C:7]([C:27]2[C:28]([CH3:45])=[C:29]([NH:33][CH2:34][C:35]4[CH:43]=[CH:42][C:41]([Cl:44])=[CH:40][C:36]=4[C:37]([OH:39])=O)[CH:30]=[CH:31][CH:32]=2)=[CH:6][N:5]=1)=[CH:15][CH:14]=[C:13]([NH:17][C:18]([O:20][CH2:21][CH2:22][Si:23]([CH3:26])([CH3:25])[CH3:24])=[O:19])[CH:12]=3)(=[O:3])[NH2:2].CCN(C(C)C)C(C)C.CN1CCOCC1.F[P-](F)(F)(F)(F)F.N1(O[P+](N(C)C)(N(C)C)N(C)C)C2C=CC=CC=2N=N1. The catalyst is CN(C=O)C.CCOC(C)=O. The product is [C:1]([C:4]1[C:9]2[NH:10][C:11]3[C:16]([C:8]=2[C:7]([C:27]2[CH:32]=[CH:31][CH:30]=[C:29]([N:33]4[CH2:34][C:35]5[C:36](=[CH:40][C:41]([Cl:44])=[CH:42][CH:43]=5)[C:37]4=[O:39])[C:28]=2[CH3:45])=[CH:6][N:5]=1)=[CH:15][CH:14]=[C:13]([NH:17][C:18](=[O:19])[O:20][CH2:21][CH2:22][Si:23]([CH3:26])([CH3:25])[CH3:24])[CH:12]=3)(=[O:3])[NH2:2]. The yield is 0.419.